The task is: Predict the reactants needed to synthesize the given product.. This data is from Full USPTO retrosynthesis dataset with 1.9M reactions from patents (1976-2016). (1) Given the product [CH3:1][O:2][C@H:3]([CH3:33])[C:4]([N:6]1[CH2:7][CH2:8][CH:9]([C:12]2[C:17]([O:18][C:19]3[CH:24]=[CH:23][C:22]([NH:25][C:26]4[CH:31]=[CH:30][C:29]([CH3:32])=[CH:28][N:27]=4)=[CH:21][CH:20]=3)=[N:16][CH:15]=[CH:14][N:13]=2)[CH2:10][CH2:11]1)=[O:5], predict the reactants needed to synthesize it. The reactants are: [CH3:1][O:2][CH2:3][C:4]([N:6]1[CH2:11][CH2:10][CH:9]([C:12]2[C:17]([O:18][C:19]3[CH:24]=[CH:23][C:22]([NH:25][C:26]4[CH:31]=[CH:30][C:29]([CH3:32])=[CH:28][N:27]=4)=[CH:21][CH:20]=3)=[N:16][CH:15]=[CH:14][N:13]=2)[CH2:8][CH2:7]1)=[O:5].[CH:33]1C=CC2N(O)N=NC=2C=1.CO[C@H](C)C(O)=O.C(N(C(C)C)CC)(C)C.C(Cl)CCl. (2) Given the product [OH:29][C:24]1[CH:25]=[CH:26][CH:27]=[CH:28][C:23]=1[C:10]1[N:11]([CH2:15][CH2:16][C:17]2[CH:18]=[CH:19][CH:20]=[CH:21][CH:22]=2)[C:12](=[O:14])[C:13]2[CH2:5][N:6]([C:40]([O:42][C:13]([CH3:5])([CH3:12])[CH3:8])=[O:41])[CH2:7][C:8]=2[N:9]=1, predict the reactants needed to synthesize it. The reactants are: CC([CH:5]1[C:13]2[C:12](=[O:14])[N:11]([CH2:15][CH2:16][C:17]3[CH:22]=[CH:21][CH:20]=[CH:19][CH:18]=3)[C:10]([C:23]3[CH:28]=[CH:27][CH:26]=[CH:25][C:24]=3[O:29]C(OCC3C=CC=CC=3)=O)=[N:9][C:8]=2[CH2:7][N:6]1[C:40]([O-:42])=[O:41])(C)C. (3) Given the product [Cl:8][C:9]1[CH:14]=[CH:13][C:12]([C:15]2[CH:20]=[CH:19][CH:18]=[CH:17][C:16]=2[O:21][C@@H:2]([CH3:7])[C:3]([O:5][CH3:6])=[O:4])=[CH:11][C:10]=1[C:22]([NH:24][CH2:25][C:26]12[CH2:35][CH:30]3[CH2:31][CH:32]([CH2:34][CH:28]([CH2:29]3)[CH2:27]1)[CH2:33]2)=[O:23], predict the reactants needed to synthesize it. The reactants are: Cl[C@H:2]([CH3:7])[C:3]([O:5][CH3:6])=[O:4].[Cl:8][C:9]1[CH:14]=[CH:13][C:12]([C:15]2[CH:20]=[CH:19][CH:18]=[CH:17][C:16]=2[OH:21])=[CH:11][C:10]=1[C:22]([NH:24][CH2:25][C:26]12[CH2:35][CH:30]3[CH2:31][CH:32]([CH2:34][CH:28]([CH2:29]3)[CH2:27]1)[CH2:33]2)=[O:23].C(=O)([O-])[O-].[K+].[K+].